From a dataset of Catalyst prediction with 721,799 reactions and 888 catalyst types from USPTO. Predict which catalyst facilitates the given reaction. (1) Reactant: C([O:4][C@@H:5]1[C@H:9]([O:10][CH2:11][C:12]2[CH:17]=[CH:16][CH:15]=[CH:14][CH:13]=2)[C@@H:8]([C@@H:18]([CH2:27][O:28]C(=O)C2C=CC=CC=2)[O:19][CH2:20][C:21]2[CH:26]=[CH:25][CH:24]=[CH:23][CH:22]=2)[O:7][C@H:6]1[N:37]1[CH:45]=[C:43]([CH3:44])[C:41](=[O:42])[NH:40][C:38]1=[O:39])(=O)C.C[O-].[Na+].Cl. The catalyst class is: 5. Product: [CH2:11]([O:10][C@@H:9]1[C@@H:8]([C@@H:18]([CH2:27][OH:28])[O:19][CH2:20][C:21]2[CH:26]=[CH:25][CH:24]=[CH:23][CH:22]=2)[O:7][C@@H:6]([N:37]2[CH:45]=[C:43]([CH3:44])[C:41](=[O:42])[NH:40][C:38]2=[O:39])[C@@H:5]1[OH:4])[C:12]1[CH:13]=[CH:14][CH:15]=[CH:16][CH:17]=1. (2) Reactant: [N:1]1[CH:6]=[CH:5][CH:4]=[CH:3][C:2]=1[C:7]#[C:8][C:9]1[C:17]2[C:12](=[CH:13][C:14]([NH:18][C:19]3[CH:27]=[CH:26][CH:25]=[CH:24][C:20]=3[C:21](O)=[O:22])=[CH:15][CH:16]=2)[NH:11][N:10]=1.[CH2:28]([NH2:31])[C:29]#[CH:30].C(N(CC)CC)C.CN(C(ON1N=NC2C=CC=NC1=2)=[N+](C)C)C.F[P-](F)(F)(F)(F)F. Product: [CH2:28]([NH:31][C:21](=[O:22])[C:20]1[CH:24]=[CH:25][CH:26]=[CH:27][C:19]=1[NH:18][C:14]1[CH:13]=[C:12]2[C:17]([C:9](/[CH:8]=[CH:7]/[C:2]3[CH:3]=[CH:4][CH:5]=[CH:6][N:1]=3)=[N:10][NH:11]2)=[CH:16][CH:15]=1)[C:29]#[CH:30]. The catalyst class is: 3.